This data is from Full USPTO retrosynthesis dataset with 1.9M reactions from patents (1976-2016). The task is: Predict the reactants needed to synthesize the given product. (1) The reactants are: C[CH:2]([CH2:6][C@H:7]([C@@H:9]1[C@:26]2([CH3:27])[C@H:12]([C@H:13]3[C@H:23]([CH2:24][C@@H:25]2[OH:28])[C@:21]2([CH3:22])[C@@H:16]([CH2:17][C@@H:18]([O:29][CH2:30][CH2:31][N:32]([C:34]4[CH:39]=[CH:38][C:37]([C@H:40]5[CH2:57][C@@:55]6([CH3:56])[C@@H:51]([CH2:52][CH2:53][C@:54]6([OH:61])[C:58]#[C:59][CH3:60])[C@H:50]6[C:41]5=[C:42]5[C:47]([CH2:48][CH2:49]6)=[CH:46][C:45](=[O:62])[CH2:44][CH2:43]5)=[CH:36][CH:35]=4)[CH3:33])[CH2:19][CH2:20]2)[CH2:15][C@H:14]3[O:63][C:64](=[O:76])[CH2:65][CH2:66][CH2:67][NH:68][C:69]([O:71][C:72]([CH3:75])([CH3:74])[CH3:73])=[O:70])[CH2:11][CH2:10]1)[CH3:8])[C:3]([OH:5])=[O:4].[Li+].[OH-]. Given the product [C:72]([O:71][C:69]([NH:68][CH2:67][CH2:66][CH2:65][C:64]([O:63][C@@H:14]1[CH2:15][C@H:16]2[C@:21]([CH3:22])([CH2:20][CH2:19][C@H:18]([O:29][CH2:30][CH2:31][N:32]([C:34]3[CH:35]=[CH:36][C:37]([C@H:40]4[CH2:57][C@@:55]5([CH3:56])[C@@H:51]([CH2:52][CH2:53][C@:54]5([OH:61])[C:58]#[C:59][CH3:60])[C@H:50]5[C:41]4=[C:42]4[C:47]([CH2:48][CH2:49]5)=[CH:46][C:45](=[O:62])[CH2:44][CH2:43]4)=[CH:38][CH:39]=3)[CH3:33])[CH2:17]2)[C@@H:23]2[C@@H:13]1[C@H:12]1[C@:26]([CH3:27])([C@@H:25]([OH:28])[CH2:24]2)[C@@H:9]([C@H:7]([CH3:8])[CH2:6][CH2:2][C:3]([OH:5])=[O:4])[CH2:10][CH2:11]1)=[O:76])=[O:70])([CH3:75])([CH3:73])[CH3:74], predict the reactants needed to synthesize it. (2) Given the product [Cl:71][C:65]1[CH:66]=[CH:67][C:68]([F:70])=[CH:69][C:64]=1[O:63][CH:60]1[CH2:61][CH2:62][N:57]([C:55](=[O:56])[CH2:54][NH:53][C:21]([C:19]2[N:18]=[N:17][N:16]([N:10]3[CH2:11][CH2:12][O:13][CH2:14][CH2:15]3)[CH:20]=2)=[O:23])[CH2:58][CH2:59]1, predict the reactants needed to synthesize it. The reactants are: CCN(C(C)C)C(C)C.[N:10]1([N:16]2[CH:20]=[C:19]([C:21]([OH:23])=O)[N:18]=[N:17]2)[CH2:15][CH2:14][O:13][CH2:12][CH2:11]1.NN1CCOCC1.C1C=CC2N(O)N=NC=2C=1.CCN=C=NCCCN(C)C.Cl.[NH2:53][CH2:54][C:55]([N:57]1[CH2:62][CH2:61][CH:60]([O:63][C:64]2[CH:69]=[C:68]([F:70])[CH:67]=[CH:66][C:65]=2[Cl:71])[CH2:59][CH2:58]1)=[O:56].